Dataset: Reaction yield outcomes from USPTO patents with 853,638 reactions. Task: Predict the reaction yield, written as a fraction of the theoretical maximum amount of product (1.0 means a 100% yield; for example, 0.34 means a 34% yield). (1) The reactants are C(O)(C(F)(F)F)=O.[NH2:8][C@H:9]([CH3:39])[C@H:10]([NH:15][C:16](=[O:38])[C:17]1[CH:22]=[CH:21][C:20]([C:23]#[C:24][C:25]#[C:26][C:27]2[CH:32]=[CH:31][C:30]([NH:33][S:34]([CH3:37])(=[O:36])=[O:35])=[CH:29][CH:28]=2)=[CH:19][CH:18]=1)[C:11](OC)=[O:12].[NH2:40][OH:41]. The catalyst is C(O)(C)C. The product is [NH2:8][C@H:9]([CH3:39])[C@H:10]([NH:15][C:16](=[O:38])[C:17]1[CH:22]=[CH:21][C:20]([C:23]#[C:24][C:25]#[C:26][C:27]2[CH:32]=[CH:31][C:30]([NH:33][S:34]([CH3:37])(=[O:35])=[O:36])=[CH:29][CH:28]=2)=[CH:19][CH:18]=1)[C:11]([NH:40][OH:41])=[O:12]. The yield is 0.290. (2) The reactants are [Cl:1][C:2]1[CH:3]=[CH:4][C:5]2[N:6]([C:8]([C:11]([C:13]3[CH:14]=[C:15]4[C:19](=[CH:20][CH:21]=3)[N:18]([CH3:22])[N:17]=[CH:16]4)=[O:12])=[CH:9][N:10]=2)[N:7]=1.[CH3:23][Mg]I. The catalyst is C1COCC1. The product is [Cl:1][C:2]1[CH:3]=[CH:4][C:5]2[N:6]([C:8]([C:11]([C:13]3[CH:14]=[C:15]4[C:19](=[CH:20][CH:21]=3)[N:18]([CH3:22])[N:17]=[CH:16]4)([OH:12])[CH3:23])=[CH:9][N:10]=2)[N:7]=1. The yield is 0.950. (3) The reactants are [F:1][C:2]1([F:30])[CH2:7][CH2:6][N:5]([C:8]([C:10]2[NH:11][C:12]3[C:17]([CH:18]=2)=[CH:16][C:15]([C:19]([N:21]2[CH2:26][CH2:25][CH:24]([N:27]([CH3:29])[CH3:28])[CH2:23][CH2:22]2)=[O:20])=[CH:14][CH:13]=3)=[O:9])[CH2:4][CH2:3]1.[F:31][C:32]([F:43])([F:42])[C:33]1[CH:38]=[CH:37][C:36](B(O)O)=[CH:35][CH:34]=1.N1C=CC=CC=1. The catalyst is ClCCl.C([O-])(=O)C.[Cu+2].C([O-])(=O)C. The product is [F:30][C:2]1([F:1])[CH2:7][CH2:6][N:5]([C:8]([C:10]2[N:11]([C:36]3[CH:37]=[CH:38][C:33]([C:32]([F:43])([F:42])[F:31])=[CH:34][CH:35]=3)[C:12]3[C:17]([CH:18]=2)=[CH:16][C:15]([C:19]([N:21]2[CH2:26][CH2:25][CH:24]([N:27]([CH3:28])[CH3:29])[CH2:23][CH2:22]2)=[O:20])=[CH:14][CH:13]=3)=[O:9])[CH2:4][CH2:3]1. The yield is 0.200. (4) The reactants are [CH3:1][C:2]1[C:7]([CH3:8])=[C:6]([O:9][CH2:10][CH2:11][C:12]2([CH2:17][CH2:18][CH3:19])[O:16][CH2:15][CH2:14][O:13]2)[CH:5]=[CH:4][N+:3]=1[O-]. The catalyst is C(OC(=O)C)(=O)C. The product is [C:12]([O:16][CH2:1][C:2]1[C:7]([CH3:8])=[C:6]([O:9][CH2:10][CH2:11][C:12]2([CH2:17][CH2:18][CH3:19])[O:16][CH2:15][CH2:14][O:13]2)[CH:5]=[CH:4][N:3]=1)(=[O:13])[CH3:11]. The yield is 0.676. (5) The reactants are [CH3:1][CH:2]1[O:7][C@H:6]2[CH2:8][C:9]3[CH:10]=[CH:11][CH:12]=[CH:13][C:14]=3[C@H:5]2[NH:4][CH2:3]1.Br[C:16]1[CH:17]=[CH:18][C:19]2[O:20][CH2:21][C:22](=[O:26])[NH:23][C:24]=2[N:25]=1. No catalyst specified. The product is [CH3:1][C@@H:2]1[O:7][C@H:6]2[CH2:8][C:9]3[CH:10]=[CH:11][CH:12]=[CH:13][C:14]=3[C@H:5]2[N:4]([C:16]2[CH:17]=[CH:18][C:19]3[O:20][CH2:21][C:22](=[O:26])[NH:23][C:24]=3[N:25]=2)[CH2:3]1. The yield is 0.200.